From a dataset of Catalyst prediction with 721,799 reactions and 888 catalyst types from USPTO. Predict which catalyst facilitates the given reaction. (1) Reactant: Cl[CH2:2][C:3](=O)[CH3:4].[O-:6][C:7]#[N:8].[K+].[CH:10]1([NH2:13])[CH2:12][CH2:11]1. Product: [CH:3]1([N:8]2[C:11]([CH3:12])=[CH:10][NH:13][C:7]2=[O:6])[CH2:4][CH2:2]1. The catalyst class is: 3. (2) Reactant: [Cl:1][C:2]1[N:10]=[C:9]2[C:5]([NH:6][CH:7]=[N:8]2)=[C:4](Cl)[N:3]=1.[Cl:12][C:13]1[CH:19]=[CH:18][C:16]([NH2:17])=[CH:15][CH:14]=1. Product: [Cl:1][C:2]1[N:10]=[C:9]2[C:5]([N:6]=[CH:7][NH:8]2)=[C:4]([NH:17][C:16]2[CH:18]=[CH:19][C:13]([Cl:12])=[CH:14][CH:15]=2)[N:3]=1. The catalyst class is: 51.